Predict the product of the given reaction. From a dataset of Forward reaction prediction with 1.9M reactions from USPTO patents (1976-2016). (1) Given the reactants [CH:1]([O:14][C:15]([C:17]1[N:22]2[C:23](=[O:64])[CH:24]([NH:25][C:26](=[O:63])[C:27](=[N:53][O:54][CH2:55][C:56]([O:58]C(C)(C)C)=[O:57])[C:28]3[N:29]=[C:30]([NH:33][C:34]([C:47]4[CH:52]=[CH:51][CH:50]=[CH:49][CH:48]=4)([C:41]4[CH:46]=[CH:45][CH:44]=[CH:43][CH:42]=4)C4C=CC=CC=4)[S:31][CH:32]=3)[C@H:21]2[S:20][CH2:19][C:18]=1[CH2:65]Cl)=[O:16])([C:8]1[CH:13]=[CH:12][CH:11]=[CH:10][CH:9]=1)C1C=CC=CC=1.[I-].[Na+].[C:69]1(P(C2C=CC=CC=2)C2C=CC=CC=2)[CH:74]=[CH:73][CH:72]=[CH:71][CH:70]=1.[N+:88]([C:91]1[CH:98]=[CH:97][C:94]([CH:95]=O)=[CH:93][CH:92]=1)([O-:90])=[O:89].C(=O)([O-])O.[Na+].NC1SC=C(C(=NOC(C(O)=O)(C)C)C(NC2C(=O)N3C(C(O)=O)=C(C=C[C:123]4[CH:128]=[CH:127][C:126]([N+]([O-])=O)=[CH:125][C:124]=4[N+]([O-])=O)CS[C@H]23)=O)N=1, predict the reaction product. The product is: [CH:1]([O:14][C:15]([C:17]1[N:22]2[C:23](=[O:64])[CH:24]([NH:25][C:26](=[O:63])[C:27](=[N:53][O:54][CH2:55][C:56]([OH:58])=[O:57])[C:28]3[N:29]=[C:30]([NH:33][C:34]([C:47]4[CH:52]=[CH:51][CH:50]=[CH:49][CH:48]=4)([C:123]4[CH:128]=[CH:127][CH:126]=[CH:125][CH:124]=4)[C:41]4[CH:46]=[CH:45][CH:44]=[CH:43][CH:42]=4)[S:31][CH:32]=3)[C@H:21]2[S:20][CH2:19][C:18]=1[CH:65]=[CH:95][C:94]1[CH:97]=[CH:98][C:91]([N+:88]([O-:90])=[O:89])=[CH:92][CH:93]=1)=[O:16])([C:8]1[CH:13]=[CH:12][CH:11]=[CH:10][CH:9]=1)[C:69]1[CH:74]=[CH:73][CH:72]=[CH:71][CH:70]=1. (2) Given the reactants O=[C:2]1[CH2:7][CH2:6][N:5]([C:8]2[CH:21]=[CH:20][C:11]([CH2:12][CH:13]3[S:17][C:16](=[O:18])[NH:15][C:14]3=[O:19])=[CH:10][CH:9]=2)[CH2:4][CH2:3]1.[NH2:22][CH2:23][C@H:24]([OH:33])[CH2:25][O:26][C:27]1[CH:32]=[CH:31][CH:30]=[CH:29][CH:28]=1.C(O[BH-](OC(=O)C)OC(=O)C)(=O)C.[Na+].C(O)(=O)C, predict the reaction product. The product is: [OH:33][C@H:24]([CH2:25][O:26][C:27]1[CH:32]=[CH:31][CH:30]=[CH:29][CH:28]=1)[CH2:23][NH:22][CH:2]1[CH2:7][CH2:6][N:5]([C:8]2[CH:21]=[CH:20][C:11]([CH2:12][CH:13]3[S:17][C:16](=[O:18])[NH:15][C:14]3=[O:19])=[CH:10][CH:9]=2)[CH2:4][CH2:3]1. (3) Given the reactants [CH3:1][O:2][C:3]1[CH:25]=[CH:24][C:23]([O:26][CH3:27])=[CH:22][C:4]=1[C:5](=[O:21])[CH:6]=[CH:7][C:8]1[CH:13]=[CH:12][C:11]([O:14]C2CCCCO2)=[CH:10][CH:9]=1.C1(C)C=CC(S(O)(=O)=O)=CC=1, predict the reaction product. The product is: [CH3:1][O:2][C:3]1[CH:25]=[CH:24][C:23]([O:26][CH3:27])=[CH:22][C:4]=1[C:5](=[O:21])[CH:6]=[CH:7][C:8]1[CH:9]=[CH:10][C:11]([OH:14])=[CH:12][CH:13]=1. (4) Given the reactants [CH2:1]([O:3][C:4](=[O:17])[C:5]1[CH:13]=[C:12]([N+:14]([O-:16])=[O:15])[CH:11]=[C:7]([C:8](O)=[O:9])[CH:6]=1)[CH3:2].C(Cl)(=O)C([Cl:21])=O.CN(C=O)C, predict the reaction product. The product is: [CH2:1]([O:3][C:4](=[O:17])[C:5]1[CH:13]=[C:12]([N+:14]([O-:16])=[O:15])[CH:11]=[C:7]([C:8]([Cl:21])=[O:9])[CH:6]=1)[CH3:2]. (5) The product is: [F:1][C:2]1[C:7]([I:20])=[C:6]([O:8][CH3:9])[CH:5]=[CH:4][C:3]=1[CH:10]1[O:11][CH2:12][CH2:13][O:14]1. Given the reactants [F:1][C:2]1[CH:7]=[C:6]([O:8][CH3:9])[CH:5]=[CH:4][C:3]=1[CH:10]1[O:14][CH2:13][CH2:12][O:11]1.[Li]CCCC.[I:20]I, predict the reaction product. (6) Given the reactants C[O:2][C:3](=O)[C:4]1[CH:9]=[CH:8][C:7]([CH2:10][N:11]([CH:19]([C:26]2[CH:31]=[CH:30][CH:29]=[CH:28][N:27]=2)[C:20]2[CH:25]=[CH:24][CH:23]=[CH:22][N:21]=2)[CH2:12][C:13]2[CH:18]=[CH:17][CH:16]=[CH:15][N:14]=2)=[N:6][CH:5]=1.[NH2:33][CH2:34][CH2:35][CH2:36][NH2:37].[C-]#N.[Na+].O, predict the reaction product. The product is: [NH2:33][CH2:34][CH2:35][CH2:36][NH:37][C:3](=[O:2])[C:4]1[CH:9]=[CH:8][C:7]([CH2:10][N:11]([CH:19]([C:20]2[CH:25]=[CH:24][CH:23]=[CH:22][N:21]=2)[C:26]2[CH:31]=[CH:30][CH:29]=[CH:28][N:27]=2)[CH2:12][C:13]2[CH:18]=[CH:17][CH:16]=[CH:15][N:14]=2)=[N:6][CH:5]=1.